This data is from Catalyst prediction with 721,799 reactions and 888 catalyst types from USPTO. The task is: Predict which catalyst facilitates the given reaction. (1) Reactant: [I-].[CH3:2][S+](C)(C)=O.[H-].[Na+].[CH2:9]([O:16][C:17]1[CH:22]=[CH:21][C:20](/[CH:23]=[CH:24]/[C:25]([O:27][CH2:28][CH3:29])=[O:26])=[CH:19][CH:18]=1)[C:10]1[CH:15]=[CH:14][CH:13]=[CH:12][CH:11]=1. Product: [CH2:9]([O:16][C:17]1[CH:18]=[CH:19][C:20]([C@@H:23]2[CH2:2][C@H:24]2[C:25]([O:27][CH2:28][CH3:29])=[O:26])=[CH:21][CH:22]=1)[C:10]1[CH:11]=[CH:12][CH:13]=[CH:14][CH:15]=1. The catalyst class is: 16. (2) Reactant: [CH3:1][O:2][C:3](=[O:12])[CH2:4][C:5]1[CH:10]=[CH:9][CH:8]=[C:7]([F:11])[CH:6]=1.C[Si]([N-][Si](C)(C)C)(C)C.[Li+].Br[CH2:24][CH2:25][CH:26]=[CH2:27].O. Product: [CH3:1][O:2][C:3](=[O:12])[C:4]([CH2:6][CH2:5][CH:4]=[CH2:3])([C:5]1[CH:10]=[CH:9][CH:8]=[C:7]([F:11])[CH:6]=1)[CH2:24][CH2:25][CH:26]=[CH2:27]. The catalyst class is: 7. (3) Reactant: Br[C:2]1[CH:3]=[CH:4][C:5]([CH2:8][O:9][CH2:10][C:11]([F:16])([F:15])[CH2:12][O:13][CH3:14])=[N:6][CH:7]=1.[Li]CCCC.[C:22]([NH:25][CH2:26][CH2:27][C:28]1[CH:33]=[CH:32][CH:31]=[CH:30][C:29]=1[C:34]1[CH:39]=[CH:38][C:37]([CH:40]2[C:45](=[O:46])[CH2:44][CH2:43][N:42]([C:47]([O:49][C:50]([CH3:53])([CH3:52])[CH3:51])=[O:48])[CH2:41]2)=[C:36]([CH3:54])[CH:35]=1)(=[O:24])[CH3:23]. Product: [C:22]([NH:25][CH2:26][CH2:27][C:28]1[CH:33]=[CH:32][CH:31]=[CH:30][C:29]=1[C:34]1[CH:39]=[CH:38][C:37]([C@@H:40]2[C@:45]([C:2]3[CH:7]=[N:6][C:5]([CH2:8][O:9][CH2:10][C:11]([F:16])([F:15])[CH2:12][O:13][CH3:14])=[CH:4][CH:3]=3)([OH:46])[CH2:44][CH2:43][N:42]([C:47]([O:49][C:50]([CH3:53])([CH3:52])[CH3:51])=[O:48])[CH2:41]2)=[C:36]([CH3:54])[CH:35]=1)(=[O:24])[CH3:23]. The catalyst class is: 1. (4) Reactant: [C:1]([N:20]1[C:24]([C:25]([O:27][CH3:28])=[O:26])=[C:23]([C:29](OC)=[O:30])[N:22]=[CH:21]1)([C:14]1[CH:19]=[CH:18][CH:17]=[CH:16][CH:15]=1)([C:8]1[CH:13]=[CH:12][CH:11]=[CH:10][CH:9]=1)[C:2]1[CH:7]=[CH:6][CH:5]=[CH:4][CH:3]=1.[H-].C([Al+]CC(C)C)C(C)C.CO. Product: [CH:29]([C:23]1[N:22]=[CH:21][N:20]([C:1]([C:8]2[CH:13]=[CH:12][CH:11]=[CH:10][CH:9]=2)([C:2]2[CH:3]=[CH:4][CH:5]=[CH:6][CH:7]=2)[C:14]2[CH:19]=[CH:18][CH:17]=[CH:16][CH:15]=2)[C:24]=1[C:25]([O:27][CH3:28])=[O:26])=[O:30]. The catalyst class is: 22. (5) Reactant: CN(C)[CH:3]=[CH:4][C:5]([C:7]1[N:11]([CH:12]([CH3:14])[CH3:13])[C:10]([CH2:15][O:16][CH3:17])=[N:9][CH:8]=1)=O.C(=O)(O)O.[C:23]1([NH:29][C:30]([NH2:32])=[NH:31])[CH:28]=[CH:27][CH:26]=[CH:25][CH:24]=1.C[O-].[Na+]. Product: [NH:29]([C:30]1[N:32]=[C:5]([C:7]2[N:11]([CH:12]([CH3:14])[CH3:13])[C:10]([CH2:15][O:16][CH3:17])=[N:9][CH:8]=2)[CH:4]=[CH:3][N:31]=1)[C:23]1[CH:28]=[CH:27][CH:26]=[CH:25][CH:24]=1. The catalyst class is: 44. (6) The catalyst class is: 4. Product: [Br:6][C:7]1[CH:8]=[C:9]([N:13]2[C:21]3[CH2:20][CH2:19][CH2:18][C:17]([OH:22])([CH3:1])[C:16]=3[C:15]([C:23]([O:25][CH2:26][CH3:27])=[O:24])=[N:14]2)[CH:10]=[CH:11][CH:12]=1. Reactant: [CH3:1][Al](C)C.[N].[Br:6][C:7]1[CH:8]=[C:9]([N:13]2[C:21]3[CH2:20][CH2:19][CH2:18][C:17](=[O:22])[C:16]=3[C:15]([C:23]([O:25][CH2:26][CH3:27])=[O:24])=[N:14]2)[CH:10]=[CH:11][CH:12]=1. (7) The catalyst class is: 8. Reactant: [Cl:1][C:2]1[CH:3]=[C:4]([CH2:9][N:10]2[C:14]([CH3:15])=[C:13]([C:16]([NH:18][C:19]3[CH:20]=[C:21]([CH:27]=[CH:28][CH:29]=3)[C:22]([O:24]CC)=[O:23])=[O:17])[N:12]=[N:11]2)[CH:5]=[CH:6][C:7]=1[Cl:8].[OH-].[Na+]. Product: [Cl:1][C:2]1[CH:3]=[C:4]([CH2:9][N:10]2[C:14]([CH3:15])=[C:13]([C:16]([NH:18][C:19]3[CH:20]=[C:21]([CH:27]=[CH:28][CH:29]=3)[C:22]([OH:24])=[O:23])=[O:17])[N:12]=[N:11]2)[CH:5]=[CH:6][C:7]=1[Cl:8].